This data is from Full USPTO retrosynthesis dataset with 1.9M reactions from patents (1976-2016). The task is: Predict the reactants needed to synthesize the given product. (1) Given the product [CH2:2]([O:4][C:5](=[O:8])[CH2:6][N:7]1[C:13](=[O:14])[CH2:12][NH:9][C:10]1=[S:11])[CH3:3], predict the reactants needed to synthesize it. The reactants are: Cl.[CH2:2]([O:4][C:5](=[O:8])[CH2:6][NH2:7])[CH3:3].[N:9]([CH2:12][C:13](OCC)=[O:14])=[C:10]=[S:11].C(N(CC)CC)C. (2) Given the product [Cl:1][C:2]1[CH:21]=[C:20]([Cl:22])[CH:19]=[CH:18][C:3]=1[CH2:4][O:5][C:6]1[CH:17]=[CH:16][C:9]2[CH:10]([C:13]([NH:27][S:24]([CH3:23])(=[O:26])=[O:25])=[O:14])[CH2:11][O:12][C:8]=2[CH:7]=1, predict the reactants needed to synthesize it. The reactants are: [Cl:1][C:2]1[CH:21]=[C:20]([Cl:22])[CH:19]=[CH:18][C:3]=1[CH2:4][O:5][C:6]1[CH:17]=[CH:16][C:9]2[CH:10]([C:13](O)=[O:14])[CH2:11][O:12][C:8]=2[CH:7]=1.[CH3:23][S:24]([NH2:27])(=[O:26])=[O:25].CCN=C=NCCCN(C)C.